The task is: Predict the reactants needed to synthesize the given product.. This data is from Full USPTO retrosynthesis dataset with 1.9M reactions from patents (1976-2016). Given the product [CH2:14]([C:16]1[S:20][C:19]([CH2:21][N:22]([C:23]2[CH:24]=[CH:25][C:26]([CH:29]([CH3:30])[CH3:31])=[CH:27][CH:28]=2)[C:11]([CH:1]2[C:10]3[C:5](=[CH:6][CH:7]=[CH:8][CH:9]=3)[CH2:4][CH2:3][CH2:2]2)=[O:13])=[CH:18][CH:17]=1)[CH3:15], predict the reactants needed to synthesize it. The reactants are: [CH:1]1([C:11]([OH:13])=O)[C:10]2[C:5](=[CH:6][CH:7]=[CH:8][CH:9]=2)[CH2:4][CH2:3][CH2:2]1.[CH2:14]([C:16]1[S:20][C:19]([CH2:21][NH:22][C:23]2[CH:28]=[CH:27][C:26]([CH:29]([CH3:31])[CH3:30])=[CH:25][CH:24]=2)=[CH:18][CH:17]=1)[CH3:15].